From a dataset of NCI-60 drug combinations with 297,098 pairs across 59 cell lines. Regression. Given two drug SMILES strings and cell line genomic features, predict the synergy score measuring deviation from expected non-interaction effect. Drug 1: COC1=CC(=CC(=C1O)OC)C2C3C(COC3=O)C(C4=CC5=C(C=C24)OCO5)OC6C(C(C7C(O6)COC(O7)C8=CC=CS8)O)O. Drug 2: CC1C(C(CC(O1)OC2CC(CC3=C2C(=C4C(=C3O)C(=O)C5=CC=CC=C5C4=O)O)(C(=O)C)O)N)O. Cell line: NCI/ADR-RES. Synergy scores: CSS=22.0, Synergy_ZIP=-0.287, Synergy_Bliss=4.95, Synergy_Loewe=-2.97, Synergy_HSA=4.63.